This data is from Full USPTO retrosynthesis dataset with 1.9M reactions from patents (1976-2016). The task is: Predict the reactants needed to synthesize the given product. (1) Given the product [CH3:1][N:2]1[CH:6]=[C:5]([CH2:7][CH2:8][C:9]([O:11][CH3:12])=[O:10])[CH:4]=[N:3]1, predict the reactants needed to synthesize it. The reactants are: [CH3:1][N:2]1[CH:6]=[C:5](/[CH:7]=[CH:8]/[C:9]([O:11][CH3:12])=[O:10])[CH:4]=[N:3]1. (2) Given the product [C:26]([NH:19][C@@H:20]([C:23]([OH:25])=[O:24])[CH2:21][OH:22])([O:28][C:29]([CH3:32])([CH3:31])[CH3:30])=[O:27], predict the reactants needed to synthesize it. The reactants are: CC(N[C@@H](C(NCC1C=CC=CC=1)=O)COC)=O.[NH2:19][C@@H:20]([C:23]([OH:25])=[O:24])[CH2:21][OH:22].[C:26](O[C:26]([O:28][C:29]([CH3:32])([CH3:31])[CH3:30])=[O:27])([O:28][C:29]([CH3:32])([CH3:31])[CH3:30])=[O:27].[OH-].[Na+]. (3) Given the product [Br:1][C:2]1[C:3]([NH:9][CH3:10])=[N:4][C:5]([NH:18][C:15]2[CH:14]=[N:13][N:12]([CH3:11])[C:16]=2[CH3:17])=[N:6][CH:7]=1, predict the reactants needed to synthesize it. The reactants are: [Br:1][C:2]1[C:3]([NH:9][CH3:10])=[N:4][C:5](Cl)=[N:6][CH:7]=1.[CH3:11][N:12]1[C:16]([CH3:17])=[C:15]([NH2:18])[CH:14]=[N:13]1.C(O)(C(F)(F)F)=O. (4) Given the product [NH2:14][C:13]1[C:9]([C:7]([NH:6][CH:1]2[CH2:5][CH2:4][CH2:3][CH2:2]2)=[O:8])=[N:10][N:11]([CH3:17])[CH:12]=1, predict the reactants needed to synthesize it. The reactants are: [CH:1]1([NH:6][C:7]([C:9]2[C:13]([N+:14]([O-])=O)=[CH:12][N:11]([CH3:17])[N:10]=2)=[O:8])[CH2:5][CH2:4][CH2:3][CH2:2]1.C([O-])=O.[NH4+].